From a dataset of Catalyst prediction with 721,799 reactions and 888 catalyst types from USPTO. Predict which catalyst facilitates the given reaction. (1) Reactant: [CH3:1][C:2]1([CH3:12])[O:6][C@@H:5]([CH2:7][C:8]([OH:10])=[O:9])[C:4](=[O:11])[O:3]1.C(N(CC)CC)C.[C:20]([Si:24](Cl)([C:31]1[CH:36]=[CH:35][CH:34]=[CH:33][CH:32]=1)[C:25]1[CH:30]=[CH:29][CH:28]=[CH:27][CH:26]=1)([CH3:23])([CH3:22])[CH3:21]. Product: [CH3:1][C:2]1([CH3:12])[O:6][C@@H:5]([CH2:7][C:8]([O:10][Si:24]([C:20]([CH3:23])([CH3:22])[CH3:21])([C:31]2[CH:32]=[CH:33][CH:34]=[CH:35][CH:36]=2)[C:25]2[CH:30]=[CH:29][CH:28]=[CH:27][CH:26]=2)=[O:9])[C:4](=[O:11])[O:3]1. The catalyst class is: 426. (2) Reactant: Cl[CH2:2][C:3]([N:5]1[C:13]2[C:8](=[CH:9][C:10]([O:17][CH3:18])=[C:11]([N+:14]([O-:16])=[O:15])[CH:12]=2)[CH2:7][CH2:6]1)=[O:4].C(=O)([O-])[O-].[K+].[K+].O1CCCC1.Cl.[CH3:31][NH:32][CH3:33]. Product: [CH3:31][N:32]([CH3:33])[CH2:2][C:3]([N:5]1[C:13]2[C:8](=[CH:9][C:10]([O:17][CH3:18])=[C:11]([N+:14]([O-:16])=[O:15])[CH:12]=2)[CH2:7][CH2:6]1)=[O:4]. The catalyst class is: 6. (3) Reactant: C[O:2][C:3]([C:5]1[CH:6]=[C:7]([CH:46]=[CH:47][CH:48]=1)[CH2:8][N:9]([C:33]1[CH:38]=[CH:37][CH:36]=[C:35]([CH2:39][N:40]2[CH2:45][CH2:44][CH2:43][CH2:42][CH2:41]2)[CH:34]=1)[C:10](=[O:32])[CH2:11][CH2:12][N:13]1[CH2:17][CH2:16][N:15]([CH2:18][C:19]2[CH:24]=[C:23]([CH3:25])[CH:22]=[C:21]([CH3:26])[CH:20]=2)[C:14]1=[C:27]([C:30]#[N:31])[C:28]#[N:29])=[O:4].[OH-].[Li+].CO. Product: [C:3]([C:5]1[CH:6]=[C:7]([CH:46]=[CH:47][CH:48]=1)[CH2:8][N:9]([C:33]1[CH:38]=[CH:37][CH:36]=[C:35]([CH2:39][N:40]2[CH2:41][CH2:42][CH2:43][CH2:44][CH2:45]2)[CH:34]=1)[C:10](=[O:32])[CH2:11][CH2:12][N:13]1[CH2:17][CH2:16][N:15]([CH2:18][C:19]2[CH:20]=[C:21]([CH3:26])[CH:22]=[C:23]([CH3:25])[CH:24]=2)[C:14]1=[C:27]([C:28]#[N:29])[C:30]#[N:31])([OH:4])=[O:2]. The catalyst class is: 7. (4) The catalyst class is: 35. Product: [C:6]([C:9]1[CH:10]=[CH:11][C:12]([N:2]2[N:3]=[CH:4][CH:5]=[N:1]2)=[N:13][CH:14]=1)(=[O:8])[CH3:7]. Reactant: [NH:1]1[CH:5]=[CH:4][N:3]=[N:2]1.[C:6]([C:9]1[CH:10]=[CH:11][C:12](Br)=[N:13][CH:14]=1)(=[O:8])[CH3:7].C(=O)([O-])[O-].[K+].[K+].[Cl-].[NH4+]. (5) Reactant: C(OC([NH:8][CH2:9][CH2:10][CH2:11][O:12][C:13]1[CH:14]=[C:15]([CH:31]=[CH:32][CH:33]=1)[O:16][C:17]1[CH:18]=[CH:19][C:20]2[C@@H:24]([CH2:25][C:26]([OH:28])=[O:27])[O:23][B:22]([OH:29])[C:21]=2[CH:30]=1)=O)(C)(C)C.Cl. Product: [NH2:8][CH2:9][CH2:10][CH2:11][O:12][C:13]1[CH:14]=[C:15]([CH:31]=[CH:32][CH:33]=1)[O:16][C:17]1[CH:18]=[CH:19][C:20]2[CH:24]([CH2:25][C:26]([OH:28])=[O:27])[O:23][B:22]([OH:29])[C:21]=2[CH:30]=1. The catalyst class is: 12. (6) Reactant: Cl.[NH2:2][C:3]1([CH3:22])[CH2:7][CH2:6][CH2:5][CH:4]1[NH:8][C:9](=[O:21])[O:10][C@@H:11]1[CH2:16][C@H:15]([CH3:17])[CH2:14][CH2:13][C@H:12]1[CH:18]([CH3:20])[CH3:19].F[C:24]1[C:29]([F:30])=[CH:28][C:27]([C:31]([F:34])([F:33])[F:32])=[CH:26][N:25]=1.CCN(C(C)C)C(C)C. Product: [F:30][C:29]1[C:24]([NH:2][C:3]2([CH3:22])[CH2:7][CH2:6][CH2:5][CH:4]2[NH:8][C:9](=[O:21])[O:10][C@@H:11]2[CH2:16][C@H:15]([CH3:17])[CH2:14][CH2:13][C@H:12]2[CH:18]([CH3:19])[CH3:20])=[N:25][CH:26]=[C:27]([C:31]([F:33])([F:32])[F:34])[CH:28]=1. The catalyst class is: 16. (7) Reactant: [Cl:1][C:2]1[CH:3]=[C:4](/[C:9](/[C:31]([F:34])([F:33])[F:32])=[CH:10]/[C:11]([C:14]2[CH:15]=[C:16]3[C:20](=[CH:21][CH:22]=2)[CH:19]([NH:23][C:24](=[O:30])[CH2:25][CH:26]([O:28][CH3:29])[CH3:27])[CH2:18][CH2:17]3)=[N:12][OH:13])[CH:5]=[C:6]([Cl:8])[CH:7]=1.[H-].[Na+].[CH3:37][O:38][CH2:39]Cl. Product: [Cl:1][C:2]1[CH:3]=[C:4](/[C:9](/[C:31]([F:34])([F:32])[F:33])=[CH:10]/[C:11]([C:14]2[CH:15]=[C:16]3[C:20](=[CH:21][CH:22]=2)[CH:19]([NH:23][C:24](=[O:30])[CH2:25][CH:26]([O:28][CH3:29])[CH3:27])[CH2:18][CH2:17]3)=[N:12][O:13][CH2:37][O:38][CH3:39])[CH:5]=[C:6]([Cl:8])[CH:7]=1. The catalyst class is: 7.